The task is: Predict the reaction yield, written as a fraction of the theoretical maximum amount of product (1.0 means a 100% yield; for example, 0.34 means a 34% yield).. This data is from Reaction yield outcomes from USPTO patents with 853,638 reactions. (1) The reactants are [CH2:1]([S:3]([CH2:6][CH2:7][CH2:8][OH:9])(=[O:5])=[O:4])[CH3:2].[C:10]1([CH3:20])[CH:15]=[CH:14][C:13]([S:16](Cl)(=[O:18])=[O:17])=[CH:12][CH:11]=1. The catalyst is C(Cl)Cl. The product is [CH3:20][C:10]1[CH:15]=[CH:14][C:13]([S:16]([O:9][CH2:8][CH2:7][CH2:6][S:3]([CH2:1][CH3:2])(=[O:5])=[O:4])(=[O:18])=[O:17])=[CH:12][CH:11]=1. The yield is 0.660. (2) The reactants are [CH3:1][O:2][C:3]([C:5]1[CH:6]=[C:7]([CH:20]=[C:21]([N+:24]([O-])=O)[C:22]=1[CH3:23])[O:8][CH:9]1[CH2:12][N:11]([C:13]([O:15][C:16]([CH3:19])([CH3:18])[CH3:17])=[O:14])[CH2:10]1)=[O:4]. The catalyst is CO.[Pd]. The product is [NH2:24][C:21]1[CH:20]=[C:7]([CH:6]=[C:5]([C:3]([O:2][CH3:1])=[O:4])[C:22]=1[CH3:23])[O:8][CH:9]1[CH2:12][N:11]([C:13]([O:15][C:16]([CH3:19])([CH3:18])[CH3:17])=[O:14])[CH2:10]1. The yield is 0.980. (3) The catalyst is C(Cl)Cl. The reactants are [F:1][C:2]1[CH:3]=[C:4]([CH:7]=[CH:8][C:9]=1[N:10]1[CH2:15][CH2:14][CH2:13][CH:12]([OH:16])[CH2:11]1)[C:5]#[N:6].CC(OI1(OC(C)=O)(OC(C)=O)OC(=O)C2C=CC=CC1=2)=O. The yield is 0.307. The product is [F:1][C:2]1[CH:3]=[C:4]([CH:7]=[CH:8][C:9]=1[N:10]1[CH2:15][CH2:14][CH2:13][C:12](=[O:16])[CH2:11]1)[C:5]#[N:6]. (4) The reactants are [CH3:1][O:2][C:3]1[CH:8]=[CH:7][C:6]([CH2:9][N:10]2[C:15](=[O:16])[C:14](/[CH:17]=[CH:18]/[C:19]([O:21][CH2:22][CH2:23][CH2:24][CH3:25])=[O:20])=[CH:13][C:12]([O:26]CC3C=CC(OC)=CC=3)=[N:11]2)=[CH:5][CH:4]=1.O1CCOCC1. The catalyst is C(O)C.[Pd]. The product is [CH3:1][O:2][C:3]1[CH:8]=[CH:7][C:6]([CH2:9][N:10]2[C:15](=[O:16])[C:14]([CH2:17][CH2:18][C:19]([O:21][CH2:22][CH2:23][CH2:24][CH3:25])=[O:20])=[CH:13][C:12](=[O:26])[NH:11]2)=[CH:5][CH:4]=1. The yield is 0.890. (5) The reactants are [Br:1][C:2]1[CH:7]=[CH:6][C:5]([S:8](Cl)(=[O:10])=[O:9])=[C:4]([O:12][C:13]([F:16])([F:15])[F:14])[CH:3]=1.[NH3:17]. No catalyst specified. The product is [Br:1][C:2]1[CH:7]=[CH:6][C:5]([S:8]([NH2:17])(=[O:10])=[O:9])=[C:4]([O:12][C:13]([F:16])([F:15])[F:14])[CH:3]=1. The yield is 1.00. (6) The reactants are [OH:1][C:2]1[C:3](=[O:9])[N:4]([CH3:8])[CH:5]=[CH:6][CH:7]=1. The catalyst is CO. The product is [OH:1][CH:2]1[CH2:7][CH2:6][CH2:5][N:4]([CH3:8])[C:3]1=[O:9]. The yield is 0.900. (7) The reactants are [O:1]=[C:2]([CH3:9])[CH2:3][CH2:4][CH2:5][C:6]([OH:8])=[O:7].C(N(CC)C(C)C)(C)C.FC(F)(F)C(O[C:24]1[C:29]([F:30])=[C:28]([F:31])[C:27]([F:32])=[C:26]([F:33])[C:25]=1[F:34])=O. The catalyst is C(Cl)Cl. The product is [O:1]=[C:2]([CH3:9])[CH2:3][CH2:4][CH2:5][C:6]([O:8][C:24]1[C:25]([F:34])=[C:26]([F:33])[C:27]([F:32])=[C:28]([F:31])[C:29]=1[F:30])=[O:7]. The yield is 0.790.